This data is from PAMPA (Parallel Artificial Membrane Permeability Assay) permeability data from NCATS. The task is: Regression/Classification. Given a drug SMILES string, predict its absorption, distribution, metabolism, or excretion properties. Task type varies by dataset: regression for continuous measurements (e.g., permeability, clearance, half-life) or binary classification for categorical outcomes (e.g., BBB penetration, CYP inhibition). Dataset: pampa_ncats. (1) The compound is C1=CC=C(C=C1)C2=CN3C(=CN=C3C4=CC=C(C=C4)C(=O)O)C=N2. The result is 1 (high permeability). (2) The molecule is C1=CC=C(C=C1)C(C2=CC(=C3C=CC=NC3=C2O)Cl)NC(=O)C4=CN=CC=C4. The result is 1 (high permeability). (3) The molecule is CC1=CC=C(C=C1)C2=NN=C(S2)N3CCC(CC3)C(=O)N. The result is 1 (high permeability).